This data is from Catalyst prediction with 721,799 reactions and 888 catalyst types from USPTO. The task is: Predict which catalyst facilitates the given reaction. (1) Reactant: [F:1][C:2]([F:25])([F:24])[C:3]1[CH:8]=[CH:7][C:6]([NH:9][S:10]([C:13]2[CH:14]=[C:15]([CH:21]=[CH:22][CH:23]=2)[C:16]([O:18]CC)=[O:17])(=[O:12])=[O:11])=[CH:5][CH:4]=1.C(O)C.[OH-].[Na+].Cl. Product: [F:25][C:2]([F:1])([F:24])[C:3]1[CH:4]=[CH:5][C:6]([NH:9][S:10]([C:13]2[CH:14]=[C:15]([CH:21]=[CH:22][CH:23]=2)[C:16]([OH:18])=[O:17])(=[O:11])=[O:12])=[CH:7][CH:8]=1. The catalyst class is: 6. (2) Reactant: [Cl:1][C:2]1[CH:3]=[C:4]([CH:26]=[CH:27][C:28]=1[O:29][CH3:30])[CH2:5][NH:6][C:7]1[C:16]2[C:11](=[CH:12][CH:13]=[C:14]([C:17]#[N:18])[CH:15]=2)[C:10]([N:19]2[CH2:24][CH2:23][C:22](=O)[CH2:21][CH2:20]2)=[N:9][N:8]=1.Cl.[CH3:32][O:33][NH2:34].C(=O)([O-])[O-].[Na+].[Na+]. Product: [Cl:1][C:2]1[CH:3]=[C:4]([CH:26]=[CH:27][C:28]=1[O:29][CH3:30])[CH2:5][NH:6][C:7]1[C:16]2[C:11](=[CH:12][CH:13]=[C:14]([C:17]#[N:18])[CH:15]=2)[C:10]([N:19]2[CH2:20][CH2:21][C:22](=[N:34][O:33][CH3:32])[CH2:23][CH2:24]2)=[N:9][N:8]=1. The catalyst class is: 8. (3) Reactant: [CH:1]([OH:4])([CH3:3])[CH3:2].[H-].[Na+].Cl[C:8]1[C:13]([Cl:14])=[CH:12][CH:11]=[CH:10][N:9]=1. Product: [Cl:14][C:13]1[C:8]([O:4][CH:1]([CH3:3])[CH3:2])=[N:9][CH:10]=[CH:11][CH:12]=1. The catalyst class is: 1. (4) Reactant: [C:1]([C:4]1[CH:5]=[CH:6][C:7]([OH:14])=[C:8]([CH:13]=1)[C:9]([O:11][CH3:12])=[O:10])(=[O:3])[CH3:2].[CH3:15]N(C=O)C.C(=O)([O-])[O-].[K+].[K+].CI. Product: [C:1]([C:4]1[CH:5]=[CH:6][C:7]([O:14][CH3:15])=[C:8]([CH:13]=1)[C:9]([O:11][CH3:12])=[O:10])(=[O:3])[CH3:2]. The catalyst class is: 6. (5) Reactant: [CH:1]1([NH:6][C:7]2[C:12]([N+:13]([O-])=O)=[CH:11][CH:10]=[CH:9][N:8]=2)[CH2:5][CH2:4][CH2:3][CH2:2]1. Product: [CH:1]1([NH:6][C:7]2[C:12]([NH2:13])=[CH:11][CH:10]=[CH:9][N:8]=2)[CH2:2][CH2:3][CH2:4][CH2:5]1. The catalyst class is: 19. (6) Reactant: [CH3:1]C(C)([O-])C.[K+].CI.C1(P(C2C=CC=CC=2)C2C=CC=CC=2)C=CC=CC=1.[O:28]1[C:32]2([CH2:37][CH2:36][C:35](=O)[CH2:34][CH2:33]2)[O:31][CH2:30][CH2:29]1.C(OCC)(=O)C. Product: [CH2:1]=[C:35]1[CH2:36][CH2:37][C:32]2([O:31][CH2:30][CH2:29][O:28]2)[CH2:33][CH2:34]1. The catalyst class is: 30.